This data is from Peptide-MHC class II binding affinity with 134,281 pairs from IEDB. The task is: Regression. Given a peptide amino acid sequence and an MHC pseudo amino acid sequence, predict their binding affinity value. This is MHC class II binding data. (1) The peptide sequence is ESYKFIPALEAAVKQ. The MHC is DRB1_1101 with pseudo-sequence DRB1_1101. The binding affinity (normalized) is 0.745. (2) The peptide sequence is VRDWVDGNRSYRIMR. The binding affinity (normalized) is 0.930. The MHC is DRB1_0101 with pseudo-sequence DRB1_0101.